This data is from Reaction yield outcomes from USPTO patents with 853,638 reactions. The task is: Predict the reaction yield, written as a fraction of the theoretical maximum amount of product (1.0 means a 100% yield; for example, 0.34 means a 34% yield). (1) The reactants are [F:1][C:2]1[CH:3]=[C:4]([S:8]([C:11]2[CH:16]=[CH:15][C:14]([N:17]3[CH2:23][CH2:22][CH2:21][N:20]([C:24]([O:26][C:27]([CH3:30])([CH3:29])[CH3:28])=[O:25])[CH2:19][CH2:18]3)=[CH:13][C:12]=2[N+:31]([O-])=O)(=[O:10])=[O:9])[CH:5]=[CH:6][CH:7]=1.CO.[H][H]. The catalyst is C1COCC1.CCO.[Pd]. The product is [NH2:31][C:12]1[CH:13]=[C:14]([N:17]2[CH2:23][CH2:22][CH2:21][N:20]([C:24]([O:26][C:27]([CH3:30])([CH3:29])[CH3:28])=[O:25])[CH2:19][CH2:18]2)[CH:15]=[CH:16][C:11]=1[S:8]([C:4]1[CH:5]=[CH:6][CH:7]=[C:2]([F:1])[CH:3]=1)(=[O:9])=[O:10]. The yield is 0.980. (2) The reactants are Cl.[F:2][C:3]1[CH:11]=[C:10]2[C:6]([C:7]([C:21]3[CH:29]=[C:28]4[C:24]([CH:25]=[N:26][N:27]4[CH2:30][CH:31]4[CH2:36][CH2:35][NH:34][CH2:33][CH2:32]4)=[CH:23][CH:22]=3)=[CH:8][N:9]2[S:12]([C:15]2[CH:20]=[CH:19][CH:18]=[CH:17][CH:16]=2)(=[O:14])=[O:13])=[CH:5][CH:4]=1.Cl.FC1C=C2C(C(C3C=CC4C(C=3)=NN(CC3CCNCC3)C=4)=CN2S(C2C=CC=CC=2)(=O)=O)=CC=1.CCN(CC)CC.[C:80](Cl)(=[O:82])[CH3:81]. The catalyst is C(Cl)Cl. The product is [F:2][C:3]1[CH:11]=[C:10]2[C:6]([C:7]([C:21]3[CH:29]=[C:28]4[C:24]([CH:25]=[N:26][N:27]4[CH2:30][CH:31]4[CH2:36][CH2:35][N:34]([C:80](=[O:82])[CH3:81])[CH2:33][CH2:32]4)=[CH:23][CH:22]=3)=[CH:8][N:9]2[S:12]([C:15]2[CH:16]=[CH:17][CH:18]=[CH:19][CH:20]=2)(=[O:13])=[O:14])=[CH:5][CH:4]=1. The yield is 0.400. (3) The product is [Br:34][C:35]1[CH:36]=[C:37]([CH2:42][NH:43][C:26]([C:25]2[CH:29]=[CH:30][CH:31]=[C:23]([C:21]([NH:20][CH2:19][C:10]3[C:11]([NH:12][CH:13]4[CH2:14][CH2:15][O:16][CH2:17][CH2:18]4)=[C:6]4[CH:5]=[N:4][N:3]([CH2:1][CH3:2])[C:7]4=[N:8][C:9]=3[CH2:32][CH3:33])=[O:22])[CH:24]=2)=[O:27])[CH:38]=[CH:39][C:40]=1[F:41]. The reactants are [CH2:1]([N:3]1[C:7]2=[N:8][C:9]([CH2:32][CH3:33])=[C:10]([CH2:19][NH:20][C:21]([C:23]3[CH:24]=[C:25]([CH:29]=[CH:30][CH:31]=3)[C:26](O)=[O:27])=[O:22])[C:11]([NH:12][CH:13]3[CH2:18][CH2:17][O:16][CH2:15][CH2:14]3)=[C:6]2[CH:5]=[N:4]1)[CH3:2].[Br:34][C:35]1[CH:36]=[C:37]([CH2:42][NH2:43])[CH:38]=[CH:39][C:40]=1[F:41].CN(C(ON1N=NC2C=CC=CC1=2)=[N+](C)C)C.F[P-](F)(F)(F)(F)F. The catalyst is C(Cl)Cl. The yield is 0.960. (4) The reactants are [CH2:1]([O:3][C:4]([N:6]1[CH2:22][CH2:21][C@@H:9]2[N:10]3[C:19]4[C:18]([C@@H:8]2[CH2:7]1)=[CH:17][CH:16]=[CH:15][C:14]=4[NH:13][C:12](=O)[CH2:11]3)=[O:5])[CH3:2].[OH-].[Na+]. The catalyst is Cl. The product is [CH2:11]1[N:10]2[C@H:9]3[CH2:21][CH2:22][N:6]([C:4]([O:3][CH2:1][CH3:2])=[O:5])[CH2:7][C@H:8]3[C:18]3[C:19]2=[C:14]([CH:15]=[CH:16][CH:17]=3)[NH:13][CH2:12]1. The yield is 0.980. (5) The reactants are [H-].[Na+].[CH3:3][O:4][C:5]1[N:10]=[N:9][C:8]([N:11]2[C:15]([C:16]3[CH:21]=[CH:20][CH:19]=[CH:18][N:17]=3)=[CH:14][C:13]([C:22]([N:24]3[CH2:28][CH2:27][CH2:26][NH:25]3)=[O:23])=[N:12]2)=[CH:7][CH:6]=1.[CH3:29]I.O. The catalyst is CN(C)C=O.C(OCC)(=O)C. The product is [CH3:3][O:4][C:5]1[N:10]=[N:9][C:8]([N:11]2[C:15]([C:16]3[CH:21]=[CH:20][CH:19]=[CH:18][N:17]=3)=[CH:14][C:13]([C:22]([N:24]3[CH2:28][CH2:27][CH2:26][N:25]3[CH3:29])=[O:23])=[N:12]2)=[CH:7][CH:6]=1. The yield is 0.590. (6) The reactants are [CH2:1]1[CH2:6][C@H:5]([C:7]([OH:9])=[O:8])[CH2:4][CH2:3][C@H:2]1[CH2:10][NH2:11].[CH3:12][CH:13]([CH3:39])[CH2:14][C:15]1[CH:20]=[CH:19][C:18]([CH:21]([CH3:38])[C:22]([O:24][CH:25](OC(ON2C(=O)CCC2=O)=O)[CH3:26])=[O:23])=[CH:17][CH:16]=1.CC([O:44][CH3:45])(C)C.CC(C)=[O:48].O. No catalyst specified. The product is [CH3:39][CH:13]([CH3:12])[CH2:14][C:15]1[CH:16]=[CH:17][C:18]([CH:21]([CH3:38])[C:22]([O:24][CH2:25][CH2:26][O:48][C:45]([NH:11][CH2:10][C@H:2]2[CH2:3][CH2:4][C@H:5]([C:7]([OH:9])=[O:8])[CH2:6][CH2:1]2)=[O:44])=[O:23])=[CH:19][CH:20]=1. The yield is 0.470. (7) The reactants are [CH3:1][O:2][C:3]1[C:4]([NH2:9])=[N:5][CH:6]=[CH:7][CH:8]=1.Cl[CH:11]([C:15](=[O:17])C)[C:12](=O)[CH3:13].C([O-])([O-])=O.[K+].[K+].Cl.[CH:25]1[CH:26]=[CH:27][C:28]2[N:33](O)N=[N:31][C:29]=2[CH:30]=1.CC[N:37]=[C:38]=[N:39][CH2:40][CH2:41][CH2:42]N(C)C.C(N(C(C)C)C(C)C)C.[C:55]1([NH2:62])[CH:60]=[CH:59][CH:58]=[CH:57][C:56]=1N. The catalyst is C(O)C.CN(C(OC)OC)C.CN(C=O)C. The product is [NH2:33][C:28]1[CH:27]=[CH:26][CH:25]=[CH:30][C:29]=1[NH:31][C:15](=[O:17])[C:11]1[CH:12]=[CH:13][C:40]([NH:39][C:38]2[N:37]=[C:59]([C:60]3[N:5]4[CH:6]=[CH:7][CH:8]=[C:3]([O:2][CH3:1])[C:4]4=[N:9][C:55]=3[CH3:62])[CH:58]=[CH:57][N:56]=2)=[CH:41][CH:42]=1. The yield is 0.200. (8) The reactants are C([O:9][CH:10]([C:18]([F:21])([F:20])[F:19])[C:11]([F:17])([F:16])[S:12]([O-:15])(=[O:14])=[O:13])(=O)C1C=CC=CC=1.[C:22]1([S+:28]([C:35]2[CH:40]=[CH:39][CH:38]=[CH:37][CH:36]=2)[C:29]2[CH:34]=[CH:33][CH:32]=[CH:31][CH:30]=2)[CH:27]=[CH:26][CH:25]=[CH:24][CH:23]=1.[OH-].[Na+].Cl. The catalyst is CO. The product is [F:17][C:11]([F:16])([S:12]([O-:15])(=[O:13])=[O:14])[CH:10]([OH:9])[C:18]([F:19])([F:21])[F:20].[C:35]1([S+:28]([C:22]2[CH:23]=[CH:24][CH:25]=[CH:26][CH:27]=2)[C:29]2[CH:34]=[CH:33][CH:32]=[CH:31][CH:30]=2)[CH:36]=[CH:37][CH:38]=[CH:39][CH:40]=1. The yield is 0.850.